Dataset: Full USPTO retrosynthesis dataset with 1.9M reactions from patents (1976-2016). Task: Predict the reactants needed to synthesize the given product. (1) Given the product [CH3:15][N:14]1[CH2:16][CH2:17][CH2:18][CH:13]1[C:11]1[CH:10]([Si:3]([CH3:6])([CH3:5])[CH3:2])[CH:9]=[CH:8][N:7]([Si:3]([CH3:6])([CH3:5])[CH3:2])[CH:12]=1, predict the reactants needed to synthesize it. The reactants are: [Li].[CH3:2][Si:3]([CH3:6])([CH3:5])Cl.[N:7]1[CH:12]=[C:11]([C@@H:13]2[CH2:18][CH2:17][CH2:16][N:14]2[CH3:15])[CH:10]=[CH:9][CH:8]=1. (2) Given the product [CH3:16][N:15]([CH3:17])[CH:12]([CH2:13][CH3:14])[CH:11]([C:9]1[CH:8]=[CH:7][C:5]2[N:6]=[C:2]([C:30]3[CH:31]=[CH:32][C:27]([C:25]([O:24][CH3:23])=[O:26])=[CH:28][CH:29]=3)[S:3][C:4]=2[CH:10]=1)[N:18]1[CH:22]=[CH:21][N:20]=[CH:19]1, predict the reactants needed to synthesize it. The reactants are: Br[C:2]1[S:3][C:4]2[CH:10]=[C:9]([CH:11]([N:18]3[CH:22]=[CH:21][N:20]=[CH:19]3)[CH:12]([N:15]([CH3:17])[CH3:16])[CH2:13][CH3:14])[CH:8]=[CH:7][C:5]=2[N:6]=1.[CH3:23][O:24][C:25]([C:27]1[CH:32]=[CH:31][C:30](B(O)O)=[CH:29][CH:28]=1)=[O:26].C(=O)([O-])[O-].[K+].[K+].COCCOC. (3) Given the product [CH:22]([C:25]1[CH:30]=[CH:29][CH:28]=[C:27]([CH:31]([CH3:32])[CH3:33])[C:26]=1[NH:34][C:35](=[O:36])[N:12]([CH2:11][C:4]1[CH:5]=[CH:6][C:7]([O:9][CH3:10])=[CH:8][C:3]=1[O:2][CH3:1])[C:13]1[CH:14]=[CH:15][C:16]([CH:19]([CH3:21])[CH3:20])=[CH:17][CH:18]=1)([CH3:23])[CH3:24], predict the reactants needed to synthesize it. The reactants are: [CH3:1][O:2][C:3]1[CH:8]=[C:7]([O:9][CH3:10])[CH:6]=[CH:5][C:4]=1[CH2:11][NH:12][C:13]1[CH:18]=[CH:17][C:16]([CH:19]([CH3:21])[CH3:20])=[CH:15][CH:14]=1.[CH:22]([C:25]1[CH:30]=[CH:29][CH:28]=[C:27]([CH:31]([CH3:33])[CH3:32])[C:26]=1[N:34]=[C:35]=[O:36])([CH3:24])[CH3:23]. (4) Given the product [F:13][C:14]1[CH:19]=[CH:18][CH:17]=[C:16]([O:20][CH3:21])[C:15]=1[CH2:22][C:23]1[C:24]([NH2:25])=[N:1][C:2]2[CH:10]=[C:6]3[O:7][CH2:8][O:9][C:5]3=[CH:4][C:3]=2[CH:11]=1, predict the reactants needed to synthesize it. The reactants are: [NH2:1][C:2]1[C:3]([CH:11]=O)=[CH:4][C:5]2[O:9][CH2:8][O:7][C:6]=2[CH:10]=1.[F:13][C:14]1[CH:19]=[CH:18][CH:17]=[C:16]([O:20][CH3:21])[C:15]=1[CH2:22][CH2:23][C:24]#[N:25]. (5) Given the product [CH3:28][S:29]([O:25][CH2:24][C:21]1[CH:22]=[CH:23][C:18]([C:17]#[C:16][C:15](=[O:26])[NH:14][C:11]2[CH:12]=[CH:13][C:8]([C:5]3[CH:6]=[CH:7][C:2]([Cl:1])=[CH:3][C:4]=3[F:27])=[CH:9][CH:10]=2)=[CH:19][CH:20]=1)(=[O:31])=[O:30], predict the reactants needed to synthesize it. The reactants are: [Cl:1][C:2]1[CH:7]=[CH:6][C:5]([C:8]2[CH:13]=[CH:12][C:11]([NH:14][C:15](=[O:26])[C:16]#[C:17][C:18]3[CH:23]=[CH:22][C:21]([CH2:24][OH:25])=[CH:20][CH:19]=3)=[CH:10][CH:9]=2)=[C:4]([F:27])[CH:3]=1.[CH3:28][S:29](Cl)(=[O:31])=[O:30].ClCCl.CO.N. (6) Given the product [NH2:35][C:32]([C:29]1[CH:28]=[CH:27][C:26]([NH:25][C:13]2[C:12]3[C:17](=[CH:18][CH:19]=[C:10]([C:4]4[CH:5]=[C:6]([F:9])[C:7]([OH:8])=[C:2]([Cl:1])[CH:3]=4)[CH:11]=3)[N:16]=[CH:15][C:14]=2[C:20]([CH:22]2[CH2:23][CH2:24]2)=[O:21])=[CH:31][CH:30]=1)([CH3:34])[CH3:33], predict the reactants needed to synthesize it. The reactants are: [Cl:1][C:2]1[CH:3]=[C:4]([C:10]2[CH:11]=[C:12]3[C:17](=[CH:18][CH:19]=2)[N:16]=[CH:15][C:14]([C:20]([CH:22]2[CH2:24][CH2:23]2)=[O:21])=[C:13]3[NH:25][C:26]2[CH:31]=[CH:30][C:29]([C:32]([NH:35]C(=O)OC(C)(C)C)([CH3:34])[CH3:33])=[CH:28][CH:27]=2)[CH:5]=[C:6]([F:9])[C:7]=1[OH:8].C(O)(C(F)(F)F)=O. (7) Given the product [F:31][C:2]([F:30])([F:1])[CH2:3][NH:4][C:5]([C:7]1([CH2:20][CH2:21][CH2:22][CH2:23][N:24]2[CH2:25][CH2:26][N:27]([C:39](=[O:40])[CH2:38][CH:32]3[CH2:37][CH2:36][CH2:35][CH2:34][CH2:33]3)[CH2:28][CH2:29]2)[C:8]2[CH:9]=[CH:10][CH:11]=[CH:12][C:13]=2[C:14]2[C:19]1=[CH:18][CH:17]=[CH:16][CH:15]=2)=[O:6], predict the reactants needed to synthesize it. The reactants are: [F:1][C:2]([F:31])([F:30])[CH2:3][NH:4][C:5]([C:7]1([CH2:20][CH2:21][CH2:22][CH2:23][N:24]2[CH2:29][CH2:28][NH:27][CH2:26][CH2:25]2)[C:19]2[CH:18]=[CH:17][CH:16]=[CH:15][C:14]=2[C:13]2[C:8]1=[CH:9][CH:10]=[CH:11][CH:12]=2)=[O:6].[CH:32]1([CH2:38][C:39](Cl)=[O:40])[CH2:37][CH2:36][CH2:35][CH2:34][CH2:33]1. (8) Given the product [CH2:1]([O:3][C:4](=[O:16])[C:5]1[C:10]([O:11][CH3:12])=[CH:9][C:8]([CH3:14])=[N:7][C:6]=1[Cl:15])[CH3:2], predict the reactants needed to synthesize it. The reactants are: [CH2:1]([O:3][C:4](=[O:16])[C:5]1[C:10]([O:11][CH2:12]C)=[CH:9][C:8]([CH3:14])=[N:7][C:6]=1[Cl:15])[CH3:2].C[O-].[Na+].